Dataset: Forward reaction prediction with 1.9M reactions from USPTO patents (1976-2016). Task: Predict the product of the given reaction. (1) The product is: [CH2:5]([C:4]1[N:7]([OH:9])[N:33]=[C:35]([C:36]([O:38][CH2:39][CH3:40])=[O:37])[CH:3]=1)[CH3:6]. Given the reactants CN(C)[CH:3]=[C:4]([N+:7]([O-:9])=O)[CH2:5][CH3:6].N1(C2CCCCCCCCCC2)CCCN=CCCCCC1.[N+:33]([CH2:35][C:36]([O:38][CH2:39][CH3:40])=[O:37])#[C-], predict the reaction product. (2) The product is: [CH2:1]([N:8]([CH2:9][CH2:10][C:11]1[C:19]2[C:14](=[CH:15][CH:16]=[C:17]([F:20])[CH:18]=2)[NH:13][CH:12]=1)[CH2:22][C:23]([N:25]([CH3:27])[CH3:26])=[O:24])[C:2]1[CH:3]=[CH:4][CH:5]=[CH:6][CH:7]=1. Given the reactants [CH2:1]([NH:8][CH2:9][CH2:10][C:11]1[C:19]2[C:14](=[CH:15][CH:16]=[C:17]([F:20])[CH:18]=2)[NH:13][CH:12]=1)[C:2]1[CH:7]=[CH:6][CH:5]=[CH:4][CH:3]=1.Cl[CH2:22][C:23]([N:25]([CH3:27])[CH3:26])=[O:24], predict the reaction product. (3) Given the reactants [Cl:1][C:2]1[CH:21]=[C:20]2[C:5]([CH2:6][CH2:7][C:8]32[CH2:12][CH2:11][N:10](C(OC(C)(C)C)=O)[CH2:9]3)=[CH:4][CH:3]=1, predict the reaction product. The product is: [ClH:1].[Cl:1][C:2]1[CH:21]=[C:20]2[C:5]([CH2:6][CH2:7][C:8]32[CH2:12][CH2:11][NH:10][CH2:9]3)=[CH:4][CH:3]=1. (4) Given the reactants CCC([O-])(C)C.[K+].[C:8]1([CH2:14][C:15]#[N:16])[CH:13]=[CH:12][CH:11]=[CH:10][CH:9]=1.C([O:19][C:20](=O)[C:21]1[CH:26]=[CH:25][N:24]=[C:23]([CH3:27])[CH:22]=1)C, predict the reaction product. The product is: [CH3:27][C:23]1[CH:22]=[C:21]([C:20](=[O:19])[CH:14]([C:8]2[CH:13]=[CH:12][CH:11]=[CH:10][CH:9]=2)[C:15]#[N:16])[CH:26]=[CH:25][N:24]=1.